This data is from Forward reaction prediction with 1.9M reactions from USPTO patents (1976-2016). The task is: Predict the product of the given reaction. (1) Given the reactants C12BC(CCC1)CCC2.[F:10][C:11]([F:33])([F:32])[CH2:12][NH:13][C:14]([C:16]1([CH2:29][CH:30]=[CH2:31])[C:28]2[CH:27]=[CH:26][CH:25]=[CH:24][C:23]=2[C:22]2[C:17]1=[CH:18][CH:19]=[CH:20][CH:21]=2)=[O:15].[OH-:34].[Na+].OO, predict the reaction product. The product is: [F:10][C:11]([F:32])([F:33])[CH2:12][NH:13][C:14]([C:16]1([CH2:29][CH2:30][CH2:31][OH:34])[C:28]2[CH:27]=[CH:26][CH:25]=[CH:24][C:23]=2[C:22]2[C:17]1=[CH:18][CH:19]=[CH:20][CH:21]=2)=[O:15]. (2) Given the reactants [CH3:1][C:2]([C:4]1[CH:9]=[CH:8][C:7]([O:10][CH2:11][C:12]2[CH:17]=[CH:16][CH:15]=[CH:14][CH:13]=2)=[CH:6][CH:5]=1)=[O:3].[H-].[Na+].[C:20](OCC)(=[O:26])[C:21]([O:23][CH2:24][CH3:25])=[O:22].Cl, predict the reaction product. The product is: [OH:26]/[C:20](=[CH:1]\[C:2](=[O:3])[C:4]1[CH:9]=[CH:8][C:7]([O:10][CH2:11][C:12]2[CH:17]=[CH:16][CH:15]=[CH:14][CH:13]=2)=[CH:6][CH:5]=1)/[C:21]([O:23][CH2:24][CH3:25])=[O:22]. (3) Given the reactants [N+:1]([C:4]1[C:10]([OH:11])=[CH:9][CH:8]=[CH:7][C:5]=1[OH:6])([O-])=O.[N:12]#[C:13]Br, predict the reaction product. The product is: [NH2:12][C:13]1[O:6][C:5]2[C:4](=[C:10]([OH:11])[CH:9]=[CH:8][CH:7]=2)[N:1]=1.